This data is from Forward reaction prediction with 1.9M reactions from USPTO patents (1976-2016). The task is: Predict the product of the given reaction. Given the reactants [OH:1][CH:2]([C:6]1[C:7]2[N:8]([N:14]=[C:15]([C:17]([F:20])([F:19])[F:18])[CH:16]=2)[C:9]([O:12][CH3:13])=[CH:10][CH:11]=1)[CH2:3][CH2:4][CH3:5], predict the reaction product. The product is: [C:2]([C:6]1[C:7]2[N:8]([N:14]=[C:15]([C:17]([F:19])([F:20])[F:18])[CH:16]=2)[C:9]([O:12][CH3:13])=[CH:10][CH:11]=1)(=[O:1])[CH2:3][CH2:4][CH3:5].